Dataset: Forward reaction prediction with 1.9M reactions from USPTO patents (1976-2016). Task: Predict the product of the given reaction. (1) Given the reactants [H-].[Na+].[C:3]([NH:12][C@@H:13]([C:15]1[CH:20]=[CH:19][CH:18]=[CH:17][CH:16]=1)[CH3:14])(=[O:11])[CH2:4][CH2:5][CH2:6][CH2:7][CH2:8][CH2:9][CH3:10].[CH2:21](Br)[CH:22]=[CH2:23].Cl, predict the reaction product. The product is: [CH2:23]([N:12]([C@@H:13]([C:15]1[CH:16]=[CH:17][CH:18]=[CH:19][CH:20]=1)[CH3:14])[C:3](=[O:11])[CH2:4][CH2:5][CH2:6][CH2:7][CH2:8][CH2:9][CH3:10])[CH:22]=[CH2:21]. (2) Given the reactants [C:1]([BH3-])#N.[Na+].CO.Cl.[F:8][C:9]1[CH:10]=[C:11]([N:22]2[C:26]([CH3:28])([CH3:27])[C:25](=[O:29])[N:24]([C:30]3[CH:37]=[CH:36][C:33]([C:34]#[N:35])=[C:32]([C:38]([F:41])([F:40])[F:39])[CH:31]=3)[C:23]2=[S:42])[CH:12]=[CH:13][C:14]=1[O:15][CH:16]1[CH:20]([OH:21])[CH2:19][NH:18][CH2:17]1.C=O, predict the reaction product. The product is: [F:8][C:9]1[CH:10]=[C:11]([N:22]2[C:26]([CH3:27])([CH3:28])[C:25](=[O:29])[N:24]([C:30]3[CH:37]=[CH:36][C:33]([C:34]#[N:35])=[C:32]([C:38]([F:41])([F:39])[F:40])[CH:31]=3)[C:23]2=[S:42])[CH:12]=[CH:13][C:14]=1[O:15][CH:16]1[CH:20]([OH:21])[CH2:19][N:18]([CH3:1])[CH2:17]1.[F:39][C:38]([F:40])([F:41])[C:32]1[CH:31]=[CH:30][CH:37]=[CH:36][C:33]=1[C:34]#[N:35]. (3) The product is: [F:1][C:2]1[CH:3]=[CH:4][C:5]([N:8]2[CH2:17][CH2:16][C:15]3[C:10](=[CH:11][CH:12]=[C:13]([OH:18])[CH:14]=3)[CH:9]2[CH2:19][C:20]2[CH:28]=[C:27]3[C:23]([CH:24]=[C:25]([C:29]([N:33]([CH3:34])[CH3:32])=[O:31])[NH:26]3)=[CH:22][CH:21]=2)=[CH:6][CH:7]=1. Given the reactants [F:1][C:2]1[CH:7]=[CH:6][C:5]([N:8]2[CH2:17][CH2:16][C:15]3[C:10](=[CH:11][CH:12]=[C:13]([OH:18])[CH:14]=3)[CH:9]2[CH2:19][C:20]2[CH:28]=[C:27]3[C:23]([CH:24]=[C:25]([C:29]([OH:31])=O)[NH:26]3)=[CH:22][CH:21]=2)=[CH:4][CH:3]=1.[CH3:32][NH:33][CH3:34].O1CCCC1, predict the reaction product. (4) Given the reactants [CH2:1]([O:3][C:4](=[O:14])[CH2:5]P(OCC)(OCC)=O)C.C[O-].[Na+].CO.[C:20]([O:24][C:25]([N:27]1[CH2:32][CH2:31][C:30](=O)[C:29]([CH3:35])([CH3:34])[CH2:28]1)=[O:26])([CH3:23])([CH3:22])[CH3:21], predict the reaction product. The product is: [C:20]([O:24][C:25]([N:27]1[CH2:32][CH:31]=[C:30]([CH2:5][C:4]([O:3][CH3:1])=[O:14])[C:29]([CH3:35])([CH3:34])[CH2:28]1)=[O:26])([CH3:23])([CH3:21])[CH3:22]. (5) Given the reactants C([O:3][C:4]([C:6]1[CH:15]=[CH:14][C:13]2[C:8](=[C:9]([N+:16]([O-:18])=[O:17])[CH:10]=[CH:11][CH:12]=2)[CH:7]=1)=[O:5])C.CO.[OH-].[Na+], predict the reaction product. The product is: [N+:16]([C:9]1[CH:10]=[CH:11][CH:12]=[C:13]2[C:8]=1[CH:7]=[C:6]([C:4]([OH:5])=[O:3])[CH:15]=[CH:14]2)([O-:18])=[O:17]. (6) Given the reactants [F:1]/[C:2](/[C:17]1[CH:21]=[C:20]([CH3:22])[N:19]([CH2:23][C:24]2[CH:25]=[C:26]([CH:30]=[CH:31][CH:32]=2)[C:27]([OH:29])=O)[N:18]=1)=[CH:3]\[C:4]1[CH:9]=[CH:8][C:7]([C:10]2([C:13]([F:16])([F:15])[F:14])[CH2:12][CH2:11]2)=[CH:6][CH:5]=1.Cl.Cl.[CH:35]1([N:38]2[CH2:43][CH2:42][NH:41][CH2:40][CH2:39]2)[CH2:37][CH2:36]1, predict the reaction product. The product is: [CH:35]1([N:38]2[CH2:43][CH2:42][N:41]([C:27]([C:26]3[CH:30]=[CH:31][CH:32]=[C:24]([CH2:23][N:19]4[C:20]([CH3:22])=[CH:21][C:17](/[C:2](/[F:1])=[CH:3]/[C:4]5[CH:5]=[CH:6][C:7]([C:10]6([C:13]([F:16])([F:14])[F:15])[CH2:12][CH2:11]6)=[CH:8][CH:9]=5)=[N:18]4)[CH:25]=3)=[O:29])[CH2:40][CH2:39]2)[CH2:37][CH2:36]1. (7) Given the reactants [C:1](Cl)(=[O:5])[C:2](Cl)=O.CN(C=O)C.[CH2:12]([O:15][C:16]1[CH:17]=[C:18]2[C:22](=[CH:23][CH:24]=1)[NH:21][CH:20]=C2)[CH:13]=[CH2:14], predict the reaction product. The product is: [CH2:12]([O:15][C:16]1[CH:24]=[C:23]2[C:22](=[CH:18][CH:17]=1)[NH:21][CH:20]=[C:2]2[CH:1]=[O:5])[CH:13]=[CH2:14].